This data is from Reaction yield outcomes from USPTO patents with 853,638 reactions. The task is: Predict the reaction yield, written as a fraction of the theoretical maximum amount of product (1.0 means a 100% yield; for example, 0.34 means a 34% yield). (1) The reactants are [CH2:1]([N:3]1[C:7]2[N:8]=[C:9]([C:18]3[CH:23]=[CH:22][C:21]([NH:24][C:25]([NH:27][C:28]4[CH:36]=[CH:35][C:31]([C:32](O)=[O:33])=[CH:30][CH:29]=4)=[O:26])=[CH:20][CH:19]=3)[N:10]=[C:11]([N:12]3[CH2:17][CH2:16][O:15][CH2:14][CH2:13]3)[C:6]=2[CH:5]=[CH:4]1)[CH3:2].[NH:37]1[CH2:42][CH2:41][NH:40][CH2:39][CH2:38]1. No catalyst specified. The product is [CH2:1]([N:3]1[C:7]2[N:8]=[C:9]([C:18]3[CH:23]=[CH:22][C:21]([NH:24][C:25]([NH:27][C:28]4[CH:29]=[CH:30][C:31]([C:32]([N:37]5[CH2:42][CH2:41][NH:40][CH2:39][CH2:38]5)=[O:33])=[CH:35][CH:36]=4)=[O:26])=[CH:20][CH:19]=3)[N:10]=[C:11]([N:12]3[CH2:13][CH2:14][O:15][CH2:16][CH2:17]3)[C:6]=2[CH:5]=[CH:4]1)[CH3:2]. The yield is 0.460. (2) The reactants are Cl[C:2]1[N:10]=[C:9]([Cl:11])[CH:8]=[CH:7][C:3]=1[C:4]([NH2:6])=[O:5].ClC1C=[CH:20][C:16]([C:17](N)=O)=[C:15](OC(C)C)N=1.C([N:28](CC)CC)C. The catalyst is C(#N)C. The product is [C:16]([NH:28][C:2]1[N:10]=[C:9]([Cl:11])[CH:8]=[CH:7][C:3]=1[C:4]([NH2:6])=[O:5])([CH3:20])([CH3:17])[CH3:15]. The yield is 0.180. (3) The reactants are Cl[C:2]1[CH:7]=[C:6]([CH3:8])[N:5]=[CH:4][C:3]=1[CH:9]=O.O.[NH2:12][NH2:13]. The catalyst is COCCOC. The product is [CH3:8][C:6]1[N:5]=[CH:4][C:3]2[CH:9]=[N:12][NH:13][C:2]=2[CH:7]=1. The yield is 0.430.